Dataset: Catalyst prediction with 721,799 reactions and 888 catalyst types from USPTO. Task: Predict which catalyst facilitates the given reaction. (1) Product: [C:1]([N:5]([C:18]([C:19]1[CH:24]=[CH:23][C:22]2[CH:25]=[N:39][N:38]([CH3:37])[B:27]([OH:28])[C:21]=2[CH:20]=1)=[O:36])[NH:6][C:7](=[O:17])[C:8]1[CH:13]=[CH:12][CH:11]=[C:10]([O:14][CH3:15])[C:9]=1[CH3:16])([CH3:4])([CH3:3])[CH3:2]. Reactant: [C:1]([N:5]([C:18](=[O:36])[C:19]1[CH:24]=[CH:23][C:22]([CH:25]=O)=[C:21]([B:27]2OC(C)(C)C(C)(C)[O:28]2)[CH:20]=1)[NH:6][C:7](=[O:17])[C:8]1[CH:13]=[CH:12][CH:11]=[C:10]([O:14][CH3:15])[C:9]=1[CH3:16])([CH3:4])([CH3:3])[CH3:2].[CH3:37][NH:38][NH2:39]. The catalyst class is: 14. (2) Reactant: C([Li])CCC.CC1(C)CCCC(C)(C)N1.[Br:16][C:17]1[CH:22]=[CH:21][CH:20]=[C:19]([Cl:23])[CH:18]=1.[N:24](/[C:33]([O:35][C:36]([CH3:39])([CH3:38])[CH3:37])=[O:34])=[N:25]/[C:26]([O:28][C:29]([CH3:32])([CH3:31])[CH3:30])=[O:27]. Product: [Br:16][C:17]1[CH:22]=[CH:21][CH:20]=[C:19]([Cl:23])[C:18]=1[N:24]([C:33]([O:35][C:36]([CH3:39])([CH3:38])[CH3:37])=[O:34])[NH:25][C:26]([O:28][C:29]([CH3:30])([CH3:31])[CH3:32])=[O:27]. The catalyst class is: 20. (3) Reactant: [CH3:1][C:2](C)([O-:4])C.[K+].Cl.[NH2:8]O.[Br:10][C:11]1[CH:12]=[C:13]([CH:16]=[CH:17][CH:18]=1)[C:14]#[N:15]. Product: [Br:10][C:11]1[CH:12]=[C:13]([C:14]2[N:8]=[C:2]([CH3:1])[O:4][N:15]=2)[CH:16]=[CH:17][CH:18]=1. The catalyst class is: 5. (4) The catalyst class is: 73. Reactant: [CH2:1]([NH:7][CH2:8][C:9]1[S:13][C:12](B(O)O)=[CH:11][CH:10]=1)[CH2:2][CH2:3][CH2:4][CH2:5][CH3:6].Br[C:18]1[CH:19]=[C:20]2[C:24](=[C:25]([C:27]([NH2:29])=[O:28])[CH:26]=1)[NH:23][CH:22]=[C:21]2[CH:30]1[CH2:35][CH2:34][N:33]([S:36]([CH2:39][CH3:40])(=[O:38])=[O:37])[CH2:32][CH2:31]1.C([O-])([O-])=O.[K+].[K+]. Product: [CH2:39]([S:36]([N:33]1[CH2:32][CH2:31][CH:30]([C:21]2[C:20]3[C:24](=[C:25]([C:27]([NH2:29])=[O:28])[CH:26]=[C:18]([C:12]4[S:13][C:9]([CH2:8][NH:7][CH2:1][CH2:2][CH2:3][CH2:4][CH2:5][CH3:6])=[CH:10][CH:11]=4)[CH:19]=3)[NH:23][CH:22]=2)[CH2:35][CH2:34]1)(=[O:38])=[O:37])[CH3:40]. (5) Reactant: C[O:2][C:3]1[CH:8]=[CH:7][C:6]([CH:9]=[CH:10][C:11]2[N:16]=[C:15]([NH2:17])[CH:14]=[CH:13][CH:12]=2)=[CH:5][CH:4]=1.B(Br)(Br)Br. Product: [NH2:17][C:15]1[N:16]=[C:11]([CH:10]=[CH:9][C:6]2[CH:5]=[CH:4][C:3]([OH:2])=[CH:8][CH:7]=2)[CH:12]=[CH:13][CH:14]=1. The catalyst class is: 2. (6) Reactant: [O:1]=[C:2]([CH3:36])[S:3][CH2:4][CH2:5][CH2:6][CH2:7][CH2:8][CH2:9][CH2:10][CH2:11][CH2:12][CH2:13][CH2:14][O:15][CH2:16][CH2:17][O:18][CH2:19][CH2:20][O:21][CH2:22][CH2:23][O:24][C:25]1[CH:35]=[CH:34][C:28]([O:29][CH2:30][C:31]([OH:33])=O)=[CH:27][CH:26]=1.ON1C(=O)CCC1=O.C1(N=C=NC2CCCCC2)CCCCC1.[C:60]([O:64][C:65](=[O:80])[CH2:66][O:67][CH2:68][CH2:69][O:70][CH2:71][CH2:72][O:73][CH2:74][CH2:75][O:76][CH2:77][CH2:78][NH2:79])([CH3:63])([CH3:62])[CH3:61].C(N(CC)CC)C. Product: [O:33]=[C:31]([NH:79][CH2:78][CH2:77][O:76][CH2:75][CH2:74][O:73][CH2:72][CH2:71][O:70][CH2:69][CH2:68][O:67][CH2:66][C:65]([O:64][C:60]([CH3:63])([CH3:62])[CH3:61])=[O:80])[CH2:30][O:29][C:28]1[CH:27]=[CH:26][C:25]([O:24][CH2:23][CH2:22][O:21][CH2:20][CH2:19][O:18][CH2:17][CH2:16][O:15][CH2:14][CH2:13][CH2:12][CH2:11][CH2:10][CH2:9][CH2:8][CH2:7][CH2:6][CH2:5][CH2:4][S:3][C:2](=[O:1])[CH3:36])=[CH:35][CH:34]=1. The catalyst class is: 7. (7) The catalyst class is: 21. Product: [Cl:1][C:2]1[CH:7]=[C:6]([Cl:8])[CH:5]=[CH:4][C:3]=1[CH2:9][I:12]. Reactant: [Cl:1][C:2]1[CH:7]=[C:6]([Cl:8])[CH:5]=[CH:4][C:3]=1[CH2:9]Cl.[Na+].[I-:12]. (8) Reactant: [NH2:1][C:2](=O)[C@:3]([NH:12][C:13](=[O:19])[O:14][C:15]([CH3:18])([CH3:17])[CH3:16])(C)[CH2:4][CH:5]1[CH2:10][CH2:9][CH2:8][CH2:7][CH2:6]1.CO[CH2:23][CH2:24]O[AlH2-]OCCOC.[Na+]. Product: [CH:5]1([CH2:4][C@H:3]([NH:12][C:13](=[O:19])[O:14][C:15]([CH3:16])([CH3:17])[CH3:18])[CH2:2][NH:1][CH2:23][CH3:24])[CH2:6][CH2:7][CH2:8][CH2:9][CH2:10]1. The catalyst class is: 11.